This data is from Full USPTO retrosynthesis dataset with 1.9M reactions from patents (1976-2016). The task is: Predict the reactants needed to synthesize the given product. (1) Given the product [CH:11]([NH:14][C:2]1[CH:3]=[C:4]([N:17]2[CH2:23][CH:22]3[O:24][CH:19]([CH2:20][CH2:21]3)[CH2:18]2)[N:5]=[C:6]([C:8]2[CH:13]=[CH:12][C:11]([N+:14]([O-:16])=[O:15])=[CH:10][CH:9]=2)[N:7]=1)([CH3:12])[CH3:10], predict the reactants needed to synthesize it. The reactants are: Cl[C:2]1[N:7]=[C:6]([C:8]2[CH:13]=[CH:12][C:11]([N+:14]([O-:16])=[O:15])=[CH:10][CH:9]=2)[N:5]=[C:4]([N:17]2[CH2:23][CH:22]3[O:24][CH:19]([CH2:20][CH2:21]3)[CH2:18]2)[CH:3]=1. (2) Given the product [C@@H:6]1([O:24][C:25]2[C:29]([CH2:30][C:31]3[CH:36]=[CH:35][C:34]([O:37][CH2:38][CH2:39][NH:40][C:65](=[O:66])[C:62]([CH3:63])([C:61]([N:58]4[CH2:59][CH2:60][NH:55][CH2:56][CH2:57]4)=[O:68])[CH3:64])=[CH:33][C:32]=3[CH3:41])=[C:28]([CH:42]([CH3:44])[CH3:43])[NH:27][N:26]=2)[O:7][C@H:8]([CH2:19][OH:20])[C@@H:9]([OH:15])[C@H:10]([OH:11])[C@H:5]1[OH:4], predict the reactants needed to synthesize it. The reactants are: C([O:4][C@@H:5]1[C@@H:10]([O:11]C(=O)C)[C@H:9]([O:15]C(=O)C)[C@@H:8]([CH2:19][O:20]C(=O)C)[O:7][C@H:6]1[O:24][C:25]1[C:29]([CH2:30][C:31]2[CH:36]=[CH:35][C:34]([O:37][CH2:38][CH2:39][NH2:40])=[CH:33][C:32]=2[CH3:41])=[C:28]([CH:42]([CH3:44])[CH3:43])[NH:27][N:26]=1)(=O)C.C(OC([N:55]1[CH2:60][CH2:59][N:58]([C:61](=[O:68])[C:62]([C:65](O)=[O:66])([CH3:64])[CH3:63])[CH2:57][CH2:56]1)=O)C1C=CC=CC=1.C(OC(NCC(O)=O)=O)C1C=CC=CC=1. (3) Given the product [O:1]1[CH:5]=[CH:4][CH:3]=[C:2]1[C:6]1[N:11]=[C:10]([NH2:12])[C:9]([NH2:13])=[CH:8][C:7]=1[C:16]1[CH:21]=[CH:20][N:19]=[C:18]([S:22][CH3:23])[N:17]=1, predict the reactants needed to synthesize it. The reactants are: [O:1]1[CH:5]=[CH:4][CH:3]=[C:2]1[C:6]1[N:11]=[C:10]([NH2:12])[C:9]([N+:13]([O-])=O)=[CH:8][C:7]=1[C:16]1[CH:21]=[CH:20][N:19]=[C:18]([S:22][CH3:23])[N:17]=1.Cl. (4) Given the product [CH2:1]([S:3][CH2:12][C:11]1[CH:10]=[CH:9][C:8]([S:5]([CH3:4])(=[O:7])=[O:6])=[CH:15][CH:14]=1)[CH3:2], predict the reactants needed to synthesize it. The reactants are: [CH2:1]([SH:3])[CH3:2].[CH3:4][S:5]([C:8]1[CH:15]=[CH:14][C:11]([CH2:12]Cl)=[CH:10][CH:9]=1)(=[O:7])=[O:6].C(=O)([O-])[O-].[Cs+].[Cs+].O. (5) Given the product [Cl:1][C:2]1[CH:8]=[CH:7][C:6]([C:9]([N:11]2[C:20]3[C:15](=[CH:16][CH:17]=[CH:18][CH:19]=3)[CH2:14][CH2:13][CH2:12]2)=[O:10])=[CH:5][C:3]=1[NH:4][C:22]([NH:21][C:24]1[CH:33]=[CH:32][CH:31]=[CH:30][C:25]=1[C:26]([O:28][CH3:29])=[O:27])=[O:23], predict the reactants needed to synthesize it. The reactants are: [Cl:1][C:2]1[CH:8]=[CH:7][C:6]([C:9]([N:11]2[C:20]3[C:15](=[CH:16][CH:17]=[CH:18][CH:19]=3)[CH2:14][CH2:13][CH2:12]2)=[O:10])=[CH:5][C:3]=1[NH2:4].[N:21]([C:24]1[CH:33]=[CH:32][CH:31]=[CH:30][C:25]=1[C:26]([O:28][CH3:29])=[O:27])=[C:22]=[O:23].Cl. (6) Given the product [CH3:1][C:2]1([CH3:29])[CH2:11][C:10]2[C:5](=[CH:6][CH:7]=[C:8]([C:12]([OH:14])=[O:13])[CH:9]=2)[NH:4][CH:3]1[C:16]1[CH:21]=[CH:20][CH:19]=[C:18]([C:22]([N:24]2[CH2:28][CH2:27][CH2:26][CH2:25]2)=[O:23])[CH:17]=1, predict the reactants needed to synthesize it. The reactants are: [CH3:1][C:2]1([CH3:29])[CH2:11][C:10]2[C:5](=[CH:6][CH:7]=[C:8]([C:12]([O:14]C)=[O:13])[CH:9]=2)[NH:4][CH:3]1[C:16]1[CH:21]=[CH:20][CH:19]=[C:18]([C:22]([N:24]2[CH2:28][CH2:27][CH2:26][CH2:25]2)=[O:23])[CH:17]=1.[OH-].[Na+].